This data is from HIV replication inhibition screening data with 41,000+ compounds from the AIDS Antiviral Screen. The task is: Binary Classification. Given a drug SMILES string, predict its activity (active/inactive) in a high-throughput screening assay against a specified biological target. (1) The molecule is COC1(OC)C(C(N)=CO)=NC(C)(C)N1O. The result is 0 (inactive). (2) The drug is COc1cc(C2(O)c3ccccc3C3=NCCN32)cc(OC)c1OC. The result is 0 (inactive). (3) The molecule is CC[Sn](CC)(OC(=O)C(OC(C)=O)c1ccccc1)OC(=O)C(OC(C)=O)c1ccccc1. The result is 0 (inactive). (4) The compound is CC(=C(C(N)=O)C(N)=O)C1C=C(c2cccs2)CC(c2ccc(Cl)cc2)=C1O. The result is 0 (inactive). (5) The result is 0 (inactive). The compound is CCOC(=O)CSc1nc2ccccc2c(=O)n1N. (6) The molecule is CC(C1C(O)CC2(C)C3C=CC4C(C)(C)C(N(C)C)CCC45CC35CCC12C)N(C)C. The result is 0 (inactive). (7) The result is 0 (inactive). The molecule is Cc1ccc(S(=O)(=O)c2c(C)cc(C)cc2C)cc1.